From a dataset of Reaction yield outcomes from USPTO patents with 853,638 reactions. Predict the reaction yield, written as a fraction of the theoretical maximum amount of product (1.0 means a 100% yield; for example, 0.34 means a 34% yield). (1) The reactants are [OH:1][CH2:2][C:3]1[CH:16]=[CH:15][C:14]2[O:13][C:12]3[C:7]4=[C:8]([C:17](=[O:20])[NH:18][N:19]=[C:6]4[C:5]=2[CH:4]=1)[CH:9]=[CH:10][CH:11]=3.[CH2:21]([O:28][P:29]([CH2:39][CH2:40]C(O)=O)([O:31][CH2:32][C:33]1[CH:38]=[CH:37][CH:36]=[CH:35][CH:34]=1)=[O:30])[C:22]1[CH:27]=[CH:26][CH:25]=[CH:24][CH:23]=1.C(Cl)CCl. The catalyst is CN(C=O)C.CN(C1C=CN=CC=1)C. The product is [CH2:32]([O:31][P:29]([CH2:39][CH2:40][O:1][CH2:2][C:3]1[CH:16]=[CH:15][C:14]2[O:13][C:12]3[C:7]4=[C:8]([C:17](=[O:20])[NH:18][N:19]=[C:6]4[C:5]=2[CH:4]=1)[CH:9]=[CH:10][CH:11]=3)(=[O:30])[O:28][CH2:21][C:22]1[CH:23]=[CH:24][CH:25]=[CH:26][CH:27]=1)[C:33]1[CH:34]=[CH:35][CH:36]=[CH:37][CH:38]=1. The yield is 0.400. (2) The reactants are [CH:1]1([O:5][C:6]2[C:15](B3OC(C)(C)C(C)(C)O3)=[CH:14][CH:13]=[C:12]3[C:7]=2[CH2:8][CH2:9][C@H:10]([CH3:30])[N:11]3[C:25]([CH:27]2[CH2:29][CH2:28]2)=[O:26])[CH2:4][CH2:3][CH2:2]1.Br[C:32]1[N:33]([CH2:38][O:39][CH2:40][CH2:41][Si:42]([CH3:45])([CH3:44])[CH3:43])[C:34]([Br:37])=[CH:35][N:36]=1.C(=O)([O-])[O-].[Cs+].[Cs+]. The catalyst is O.O1CCOCC1.C1C=CC(P(C2C=CC=CC=2)[C-]2C=CC=C2)=CC=1.C1C=CC(P(C2C=CC=CC=2)[C-]2C=CC=C2)=CC=1.Cl[Pd]Cl.[Fe+2].ClCCl. The product is [Br:37][C:34]1[N:33]([CH2:38][O:39][CH2:40][CH2:41][Si:42]([CH3:45])([CH3:44])[CH3:43])[C:32]([C:15]2[C:6]([O:5][CH:1]3[CH2:4][CH2:3][CH2:2]3)=[C:7]3[C:12](=[CH:13][CH:14]=2)[N:11]([C:25]([CH:27]2[CH2:29][CH2:28]2)=[O:26])[C@@H:10]([CH3:30])[CH2:9][CH2:8]3)=[N:36][CH:35]=1. The yield is 0.320.